The task is: Predict the reactants needed to synthesize the given product.. This data is from Full USPTO retrosynthesis dataset with 1.9M reactions from patents (1976-2016). (1) The reactants are: CC1C=CC(S(O[CH2:12][CH:13]2[CH2:22][CH2:21][C:20]3[C:15](=[CH:16][C:17]([S:23]([CH3:26])(=[O:25])=[O:24])=[CH:18][CH:19]=3)[O:14]2)(=O)=O)=CC=1.[CH3:27][NH:28][CH2:29][CH3:30].CC(C)(C)CNC[C@@H]1OC2C=C(S(C)(=O)=O)C=CC=2OC1. Given the product [CH3:27][N:28]([CH2:12][CH:13]1[CH2:22][CH2:21][C:20]2[C:15](=[CH:16][C:17]([S:23]([CH3:26])(=[O:24])=[O:25])=[CH:18][CH:19]=2)[O:14]1)[CH2:29][CH3:30], predict the reactants needed to synthesize it. (2) Given the product [CH3:1][N:2]1[CH:6]=[C:5]([C:7]2[CH2:8][N:9]([CH2:16][C:17]3[CH:27]=[CH:26][C:20]4[N:21]=[C:22]([S:24][CH3:25])[S:23][C:19]=4[CH:18]=3)[CH:10]=[CH:11][N:12]=2)[CH:4]=[N:3]1, predict the reactants needed to synthesize it. The reactants are: [CH3:1][N:2]1[CH:6]=[C:5]([C:7]2[CH:8]=[N:9][CH:10]=[CH:11][N:12]=2)[CH:4]=[N:3]1.[H-].[Na+].Cl[CH2:16][C:17]1[CH:27]=[CH:26][C:20]2[N:21]=[C:22]([S:24][CH3:25])[S:23][C:19]=2[CH:18]=1. (3) Given the product [CH2:1]([O:8][C:9]1[CH:14]=[CH:13][N:12]([CH2:16][C:17]2[CH:24]=[CH:23][C:20]([CH3:21])=[CH:19][CH:18]=2)[C:11](=[O:15])[CH:10]=1)[C:2]1[CH:3]=[CH:4][CH:5]=[CH:6][CH:7]=1, predict the reactants needed to synthesize it. The reactants are: [CH2:1]([O:8][C:9]1[CH:14]=[CH:13][NH:12][C:11](=[O:15])[CH:10]=1)[C:2]1[CH:7]=[CH:6][CH:5]=[CH:4][CH:3]=1.[CH3:16][C:17]1[CH:24]=[CH:23][C:20]([CH2:21]Br)=[CH:19][CH:18]=1.C(=O)([O-])[O-].[K+].[K+]. (4) Given the product [Br:1][C:2]1[CH:3]=[C:4]([CH3:20])[C:5]2[N:9]=[C:8]([CH2:10][CH2:11][CH3:12])[N:7]([CH2:13][CH2:14][OH:15])[C:6]=2[CH:19]=1, predict the reactants needed to synthesize it. The reactants are: [Br:1][C:2]1[CH:3]=[C:4]([CH3:20])[C:5]2[N:9]=[C:8]([CH2:10][CH2:11][CH3:12])[N:7]([CH2:13][C:14](OCC)=[O:15])[C:6]=2[CH:19]=1.C1COCC1. (5) The reactants are: [Br:1][C:2]1[CH:10]=[CH:9][C:5]([C:6]([OH:8])=O)=[CH:4][N:3]=1.[CH:11]1([C:14]2[CH:19]=[CH:18][C:17]([N:20]3[CH2:25][CH2:24][NH:23][CH2:22][CH2:21]3)=[C:16]([CH3:26])[CH:15]=2)[CH2:13][CH2:12]1.O.[Cl-].COC1N=C(OC)N=C([N+]2(C)CCOCC2)N=1.O. Given the product [Br:1][C:2]1[N:3]=[CH:4][C:5]([C:6]([N:23]2[CH2:24][CH2:25][N:20]([C:17]3[CH:18]=[CH:19][C:14]([CH:11]4[CH2:13][CH2:12]4)=[CH:15][C:16]=3[CH3:26])[CH2:21][CH2:22]2)=[O:8])=[CH:9][CH:10]=1, predict the reactants needed to synthesize it.